Dataset: Full USPTO retrosynthesis dataset with 1.9M reactions from patents (1976-2016). Task: Predict the reactants needed to synthesize the given product. (1) Given the product [CH3:3][O:4][C:5]1[CH:13]=[C:12]2[C:8]([C:9]([C:14]([O:16][CH3:17])=[O:15])=[CH:10][N:11]2[C:19]2[C:28]3[C:23](=[CH:24][CH:25]=[CH:26][CH:27]=3)[N:22]=[CH:21][CH:20]=2)=[CH:7][CH:6]=1, predict the reactants needed to synthesize it. The reactants are: [H-].[Na+].[CH3:3][O:4][C:5]1[CH:13]=[C:12]2[C:8]([C:9]([C:14]([O:16][CH3:17])=[O:15])=[CH:10][NH:11]2)=[CH:7][CH:6]=1.Cl[C:19]1[C:28]2[C:23](=[CH:24][CH:25]=[CH:26][CH:27]=2)[N:22]=[CH:21][CH:20]=1.O. (2) Given the product [CH2:1]([O:8][C:9]1[CH:14]=[CH:13][C:12]([CH2:15][C:16]([OH:18])=[O:17])=[C:11]([N+:26]([O-:28])=[O:27])[CH:10]=1)[C:2]1[CH:3]=[CH:4][CH:5]=[CH:6][CH:7]=1, predict the reactants needed to synthesize it. The reactants are: [CH2:1]([O:8][C:9]1[CH:14]=[CH:13][C:12]([CH:15](C(OCC)=O)[C:16]([O:18]CC)=[O:17])=[C:11]([N+:26]([O-:28])=[O:27])[CH:10]=1)[C:2]1[CH:7]=[CH:6][CH:5]=[CH:4][CH:3]=1.[OH-].[Na+].Cl. (3) Given the product [OH:4][C:5]1[CH:6]=[CH:7][C:8]([O:16][CH2:17][CH:18]([OH:19])[CH2:20][NH:42][CH:39]2[CH2:40][CH2:41][N:36]([C:34]3[C:35]4[C:27]([C:21]5[CH:26]=[CH:25][CH:24]=[CH:23][CH:22]=5)=[CH:28][S:29][C:30]=4[N:31]=[CH:32][N:33]=3)[CH2:37][CH2:38]2)=[C:9]([CH:15]=1)[C:10]([O:12][CH2:13][CH3:14])=[O:11], predict the reactants needed to synthesize it. The reactants are: COC[O:4][C:5]1[CH:6]=[CH:7][C:8]([O:16][CH2:17][CH:18]2[CH2:20][O:19]2)=[C:9]([CH:15]=1)[C:10]([O:12][CH2:13][CH3:14])=[O:11].[C:21]1([C:27]2[C:35]3[C:34]([N:36]4[CH2:41][CH2:40][CH:39]([NH2:42])[CH2:38][CH2:37]4)=[N:33][CH:32]=[N:31][C:30]=3[S:29][CH:28]=2)[CH:26]=[CH:25][CH:24]=[CH:23][CH:22]=1. (4) Given the product [CH3:8][N:9]1[CH:13]=[CH:12][CH:14]=[C:10]1[C:3](=[O:4])[C:2]([Cl:7])([Cl:6])[Cl:1], predict the reactants needed to synthesize it. The reactants are: [Cl:1][C:2]([Cl:7])([Cl:6])[C:3](Cl)=[O:4].[CH3:8][N:9]1[CH:13]=[CH:12]N=[CH:10]1.[CH2:14](Cl)Cl. (5) Given the product [C:1]([O:4][C@H:5]1[C:14]2[C:9](=[N:10][C:11]([C:21]3[CH:26]=[CH:25][CH:24]=[CH:23][CH:22]=3)=[C:12]([C:15]3[CH:20]=[CH:19][CH:18]=[CH:17][CH:16]=3)[N:13]=2)[N:8]([CH2:28][CH2:29][CH2:30][CH2:31][CH2:32][CH2:33][C:34]([O:36][CH2:37][CH3:38])=[O:35])[CH2:7][CH2:6]1)(=[O:3])[CH3:2], predict the reactants needed to synthesize it. The reactants are: [C:1]([O:4][C@H:5]1[C:14]2[C:9](=[N:10][C:11]([C:21]3[CH:26]=[CH:25][CH:24]=[CH:23][CH:22]=3)=[C:12]([C:15]3[CH:20]=[CH:19][CH:18]=[CH:17][CH:16]=3)[N:13]=2)[NH:8][CH2:7][CH2:6]1)(=[O:3])[CH3:2].O=[CH:28][CH2:29][CH2:30][CH2:31][CH2:32][CH2:33][C:34]([O:36][CH2:37][CH3:38])=[O:35].C(O[BH-](OC(=O)C)OC(=O)C)(=O)C.[Na+]. (6) The reactants are: [CH3:1][O:2][C:3](/[CH:5]=[CH:6]/[C:7]([O:9][CH:10]([CH3:14])C(O)=O)=[O:8])=[O:4].C(Cl)(=O)C(Cl)=O.[CH2:21]([O:23][C:24](=[O:28])CNC)[CH3:22].C(N(C(C)C)CC)(C)C.[CH3:38][N:39]([CH3:42])[CH:40]=[O:41]. Given the product [C:7]([O:9][CH2:10][CH2:14][C:40](=[O:41])[N:39]([CH2:42][C:24]([O:23][CH2:21][CH3:22])=[O:28])[CH3:38])(=[O:8])/[CH:6]=[CH:5]/[C:3]([O:2][CH3:1])=[O:4], predict the reactants needed to synthesize it. (7) Given the product [CH3:1][CH:22]1[CH2:23][C:24]2[C:29](=[CH:28][CH:27]=[CH:26][CH:25]=2)[C:21]1=[O:30].[CH3:8][C:31]1([C:33]([O:35][CH3:36])=[O:34])[CH2:23][C:24]2[C:29](=[CH:28][CH:27]=[CH:26][CH:25]=2)[C:21]1=[O:30], predict the reactants needed to synthesize it. The reactants are: [CH:1](NC(C)C)(C)C.[CH2:8]([Li])CCC.[Li+].CC([N-]C(C)C)C.[C:21]1(=[O:30])[C:29]2[C:24](=[CH:25][CH:26]=[CH:27][CH:28]=2)[CH2:23][CH2:22]1.[C:31]([C:33]([O:35][CH3:36])=[O:34])#N. (8) Given the product [CH:1]1([N:5]2[CH2:10][CH2:9][N:8]([C:11]([C@H:13]3[CH2:18][CH2:17][C@H:16]([O:19][C:23]4[CH:30]=[CH:29][C:26]([C:27]#[N:28])=[CH:25][N:24]=4)[CH2:15][CH2:14]3)=[O:12])[CH2:7][CH2:6]2)[CH2:4][CH2:3][CH2:2]1, predict the reactants needed to synthesize it. The reactants are: [CH:1]1([N:5]2[CH2:10][CH2:9][N:8]([C:11]([C@H:13]3[CH2:18][CH2:17][C@H:16]([OH:19])[CH2:15][CH2:14]3)=[O:12])[CH2:7][CH2:6]2)[CH2:4][CH2:3][CH2:2]1.[H-].[Na+].Cl[C:23]1[CH:30]=[CH:29][C:26]([C:27]#[N:28])=[CH:25][N:24]=1.C([O-])(O)=O.[Na+]. (9) Given the product [CH2:38]([C:15]1([S:18]([NH:21][C:22](=[O:28])[O:23][C:24]([CH3:25])([CH3:27])[CH3:26])(=[O:20])=[O:19])[CH2:16][CH2:17]1)[CH2:37][CH2:36][CH2:35][CH2:34][CH2:33][CH2:32][CH:31]=[CH2:30], predict the reactants needed to synthesize it. The reactants are: CCN(C(C)C)C(C)C.[Li]CCCC.[CH:15]1([S:18]([NH:21][C:22](=[O:28])[O:23][C:24]([CH3:27])([CH3:26])[CH3:25])(=[O:20])=[O:19])[CH2:17][CH2:16]1.I[CH2:30][CH2:31][CH2:32][CH2:33][CH2:34][CH2:35][CH2:36][CH:37]=[CH2:38].[NH4+].[Cl-]. (10) Given the product [Br:1][C:2]1[CH:7]=[CH:6][C:5]([O:8][Si:18]([C:15]([CH3:17])([CH3:16])[CH3:14])([CH3:20])[CH3:19])=[CH:4][CH:3]=1, predict the reactants needed to synthesize it. The reactants are: [Br:1][C:2]1[CH:7]=[CH:6][C:5]([OH:8])=[CH:4][CH:3]=1.N1C=CN=C1.[CH3:14][C:15]([Si:18](Cl)([CH3:20])[CH3:19])([CH3:17])[CH3:16].